This data is from Forward reaction prediction with 1.9M reactions from USPTO patents (1976-2016). The task is: Predict the product of the given reaction. (1) Given the reactants [Br:1][C:2]1[CH:3]=[N:4][CH:5]=[C:6]([CH:8]2[CH2:13][CH:12]([S:14]([C:17]3[CH:22]=[CH:21][CH:20]=[C:19]([C:23]([F:26])([F:25])[F:24])[CH:18]=3)(=[O:16])=[O:15])[CH2:11][CH2:10][O:9]2)[CH:7]=1.[CH3:27]C([O-])(C)C.[K+].C1OCCOCCOCCOCCOCCOC1, predict the reaction product. The product is: [Br:1][C:2]1[CH:3]=[N:4][CH:5]=[C:6]([CH:8]2[CH2:13][C:12]([CH3:27])([S:14]([C:17]3[CH:22]=[CH:21][CH:20]=[C:19]([C:23]([F:26])([F:24])[F:25])[CH:18]=3)(=[O:15])=[O:16])[CH2:11][CH2:10][O:9]2)[CH:7]=1. (2) Given the reactants O[N:2]=[C:3]1[CH2:9][CH2:8][N:7]([S:10]([C:13]2[CH:19]=[CH:18][C:16]([CH3:17])=[CH:15][CH:14]=2)(=[O:12])=[O:11])[C:6]2[CH:20]=[CH:21][CH:22]=[CH:23][C:5]=2[C:4]1=[O:24].[H][H], predict the reaction product. The product is: [NH2:2][CH:3]1[CH2:9][CH2:8][N:7]([S:10]([C:13]2[CH:19]=[CH:18][C:16]([CH3:17])=[CH:15][CH:14]=2)(=[O:12])=[O:11])[C:6]2[CH:20]=[CH:21][CH:22]=[CH:23][C:5]=2[CH:4]1[OH:24].